From a dataset of Reaction yield outcomes from USPTO patents with 853,638 reactions. Predict the reaction yield, written as a fraction of the theoretical maximum amount of product (1.0 means a 100% yield; for example, 0.34 means a 34% yield). (1) The reactants are FC(F)(F)C1C=C(NC(=O)NC2C=CC(C3SC(CCC(OC)=O)=NC=3)=CC=2)C=CC=1.[NH2:32][C:33]1[CH:38]=[CH:37][C:36]([C:39]2[S:43][C:42]([CH:44]3[CH2:49][CH2:48][CH:47]([C:50]([O:52][CH3:53])=[O:51])[CH2:46][CH2:45]3)=[N:41][CH:40]=2)=[CH:35][CH:34]=1.[N:54]([C:57]1[CH:62]=[CH:61][CH:60]=[C:59]([F:63])[CH:58]=1)=[C:55]=[O:56]. No catalyst specified. The product is [F:63][C:59]1[CH:58]=[C:57]([NH:54][C:55](=[O:56])[NH:32][C:33]2[CH:34]=[CH:35][C:36]([C:39]3[S:43][C:42]([CH:44]4[CH2:45][CH2:46][CH:47]([C:50]([O:52][CH3:53])=[O:51])[CH2:48][CH2:49]4)=[N:41][CH:40]=3)=[CH:37][CH:38]=2)[CH:62]=[CH:61][CH:60]=1. The yield is 0.960. (2) The reactants are [NH:1]1[C:9]2[C:4](=[CH:5][CH:6]=[CH:7][CH:8]=2)[C:3]2([CH2:13][CH2:12][CH2:11][CH2:10]2)[C:2]1=[O:14].C([O-])(=O)C.[Na+].[Br:20]Br.C(=O)([O-])O.[Na+]. The catalyst is C(O)(=O)C. The product is [Br:20][CH:13]1[C:3]2([C:4]3[C:9](=[CH:8][CH:7]=[CH:6][CH:5]=3)[NH:1][C:2]2=[O:14])[CH2:10][CH2:11][CH2:12]1. The yield is 0.960. (3) The reactants are Cl[C:2]1[CH:7]=[C:6]([C:8]2[CH:13]=[C:12]([Cl:14])[CH:11]=[CH:10][C:9]=2[O:15][CH2:16][CH3:17])[N:5]=[C:4]([NH2:18])[N:3]=1.[NH2:19][C:20]1[CH:25]=[CH:24][C:23]([C:26](=[O:28])[CH3:27])=[CH:22][CH:21]=1. No catalyst specified. The product is [NH2:18][C:4]1[N:3]=[C:2]([NH:19][C:20]2[CH:25]=[CH:24][C:23]([C:26](=[O:28])[CH3:27])=[CH:22][CH:21]=2)[CH:7]=[C:6]([C:8]2[CH:13]=[C:12]([Cl:14])[CH:11]=[CH:10][C:9]=2[O:15][CH2:16][CH3:17])[N:5]=1. The yield is 0.940. (4) The reactants are C([O:8][CH2:9][CH2:10][CH2:11][N:12]1[C:21](=[O:22])[C:20]2[C:15](=[CH:16][CH:17]=[C:18]([O:31]C)[C:19]=2[CH2:23][C:24]2[CH:29]=[CH:28][C:27]([Cl:30])=[CH:26][CH:25]=2)[N:14]([CH3:33])[C:13]1=[O:34])C1C=CC=CC=1.B(Br)(Br)Br.C([O-])([O-])=O.[Na+].[Na+]. The catalyst is C(Cl)Cl.O. The product is [Cl:30][C:27]1[CH:26]=[CH:25][C:24]([CH2:23][C:19]2[C:18]([OH:31])=[CH:17][CH:16]=[C:15]3[C:20]=2[C:21](=[O:22])[N:12]([CH2:11][CH2:10][CH2:9][OH:8])[C:13](=[O:34])[N:14]3[CH3:33])=[CH:29][CH:28]=1. The yield is 0.670. (5) The reactants are [Li+].CC([N-]C(C)C)C.C([Li])CCC.C(NC(C)C)(C)C.[F:21][C:22]1[CH:27]=[CH:26][C:25]([N:28]2[CH2:33][CH2:32][N:31]([S:34]([CH3:37])(=[O:36])=[O:35])[CH2:30][CH2:29]2)=[CH:24][CH:23]=1.[Cl:38][CH2:39][CH2:40][CH2:41][CH2:42][C:43](Cl)=[O:44]. The catalyst is C1COCC1.CCOC(C)=O. The product is [Cl:38][CH2:39][CH2:40][CH2:41][CH2:42][C:43](=[O:44])[CH2:37][S:34]([N:31]1[CH2:32][CH2:33][N:28]([C:25]2[CH:24]=[CH:23][C:22]([F:21])=[CH:27][CH:26]=2)[CH2:29][CH2:30]1)(=[O:35])=[O:36]. The yield is 0.600. (6) The reactants are Br[C:2]1[C:3](=[O:14])[N:4]([CH2:12][CH3:13])[C:5]2[C:10]([N:11]=1)=[CH:9][CH:8]=[CH:7][CH:6]=2.[Cl:15][C:16]1[CH:21]=[CH:20][C:19](B(O)O)=[CH:18][CH:17]=1.C(=O)([O-])[O-].[Na+].[Na+].O. The catalyst is CN(C)C=O.C1C=CC(P(C2C=CC=CC=2)C2C=CC=CC=2)=CC=1.C1C=CC(P(C2C=CC=CC=2)C2C=CC=CC=2)=CC=1.Cl[Pd]Cl. The product is [Cl:15][C:16]1[CH:21]=[CH:20][C:19]([C:2]2[C:3](=[O:14])[N:4]([CH2:12][CH3:13])[C:5]3[C:10]([N:11]=2)=[CH:9][CH:8]=[CH:7][CH:6]=3)=[CH:18][CH:17]=1. The yield is 0.590. (7) The reactants are [CH:1]1([C:4]2[CH:9]=[CH:8][C:7]([F:10])=[C:6]([O:11][CH3:12])[CH:5]=2)[CH2:3][CH2:2]1.C1C(=O)N([Br:20])C(=O)C1. The catalyst is CN(C=O)C. The product is [Br:20][C:9]1[CH:8]=[C:7]([F:10])[C:6]([O:11][CH3:12])=[CH:5][C:4]=1[CH:1]1[CH2:3][CH2:2]1. The yield is 0.920. (8) The reactants are CS([C:5]1[N:10]=[CH:9][C:8]([C:11]2[O:15][C:14]([C:16]3[CH:21]=[CH:20][N:19]=[CH:18][CH:17]=3)=[C:13]([C:22]3[CH:23]=[C:24]4[C:28](=[CH:29][CH:30]=3)[C:27](=[O:31])[CH2:26][CH2:25]4)[CH:12]=2)=[CH:7][N:6]=1)(=O)=O.[CH3:32][N:33]([CH3:37])[CH2:34][CH2:35][NH2:36]. No catalyst specified. The product is [CH3:32][N:33]([CH3:37])[CH2:34][CH2:35][NH:36][C:5]1[N:10]=[CH:9][C:8]([C:11]2[O:15][C:14]([C:16]3[CH:17]=[CH:18][N:19]=[CH:20][CH:21]=3)=[C:13]([C:22]3[CH:23]=[C:24]4[C:28](=[CH:29][CH:30]=3)[C:27](=[O:31])[CH2:26][CH2:25]4)[CH:12]=2)=[CH:7][N:6]=1. The yield is 0.200. (9) The yield is 0.492. The product is [Cl:11][C:7]1[CH:6]=[C:5]([C@@H:3]([OH:4])[CH2:2][NH:1][C:12](=[O:13])[O:14][C:15]([CH3:18])([CH3:17])[CH3:16])[CH:10]=[CH:9][CH:8]=1. The reactants are [NH2:1][CH2:2][C@@H:3]([C:5]1[CH:10]=[CH:9][CH:8]=[C:7]([Cl:11])[CH:6]=1)[OH:4].[C:12](O[C:12]([O:14][C:15]([CH3:18])([CH3:17])[CH3:16])=[O:13])([O:14][C:15]([CH3:18])([CH3:17])[CH3:16])=[O:13]. The catalyst is C1COCC1.C(Cl)Cl.